From a dataset of Reaction yield outcomes from USPTO patents with 853,638 reactions. Predict the reaction yield, written as a fraction of the theoretical maximum amount of product (1.0 means a 100% yield; for example, 0.34 means a 34% yield). (1) The reactants are Br[C:2]1[CH:7]=[C:6]([F:8])[CH:5]=[CH:4][C:3]=1[C:9]([NH2:12])([CH3:11])[CH3:10].CCN(C(C)C)C(C)C.CN([CH:25]=[O:26])C. The catalyst is CCOC(C)=O.C1C=CC(P(C2C=CC=CC=2)[C-]2C=CC=C2)=CC=1.C1C=CC(P(C2C=CC=CC=2)[C-]2C=CC=C2)=CC=1.Cl[Pd]Cl.[Fe+2]. The product is [F:8][C:6]1[CH:7]=[C:2]2[C:3]([C:9]([CH3:11])([CH3:10])[NH:12][C:25]2=[O:26])=[CH:4][CH:5]=1. The yield is 0.0860. (2) The reactants are [C:1]([C:5]1[CH:6]=[C:7]([CH:13]=[C:14]([C:17]([CH3:20])([CH3:19])[CH3:18])[C:15]=1[OH:16])C=CC(O)=O)([CH3:4])([CH3:3])[CH3:2].[NH2:21][C:22]1[CH:27]=[CH:26][C:25]([OH:28])=[C:24]([N+:29]([O-:31])=[O:30])[CH:23]=1.[OH:32][C:33]1C2N=NNC=2C=[CH:35][CH:34]=1.C1(N=C=NC2CCCCC2)CCCCC1. The catalyst is CN(C=O)C.C1COCC1. The product is [CH3:20][C:17]([C:14]1[CH:13]=[C:7]([C:34](=[CH2:35])[C:33]([NH:21][C:22]2[CH:27]=[CH:26][C:25]([OH:28])=[C:24]([N+:29]([O-:31])=[O:30])[CH:23]=2)=[O:32])[CH:6]=[C:5]([C:1]([CH3:2])([CH3:4])[CH3:3])[C:15]=1[OH:16])([CH3:18])[CH3:19]. The yield is 0.470. (3) The reactants are [C:1]1([C:12]([OH:14])=O)[CH:2]=[CH:3][CH:4]=[C:5]2[CH2:11][CH2:10][CH2:9][CH:8]=[CH:7][C:6]=12.Cl.C(N=C=NCCCN(C)C)C.O.ON1C2C=CC=CC=2N=N1.[NH2:38][CH:39]([CH2:49][C:50]1[CH:55]=[CH:54][C:53]([CH2:56][C:57]([F:63])([F:62])[C:58]([F:61])([F:60])[F:59])=[CH:52][CH:51]=1)[CH:40]([C:42]1[CH:47]=[CH:46][CH:45]=[C:44]([Cl:48])[CH:43]=1)[OH:41]. The catalyst is CN(C)C=O.C(OCC)(=O)C.C(=O)([O-])O.[Na+].O.[Cl-].[Na+].O. The product is [F:63][C:57]([F:62])([C:58]([F:59])([F:61])[F:60])[CH2:56][C:53]1[CH:54]=[CH:55][C:50]([CH2:49][CH:39]([NH:38][C:12]([C:1]2[CH:2]=[CH:3][CH:4]=[C:5]3[CH2:11][CH2:10][CH2:9][CH:8]=[CH:7][C:6]=23)=[O:14])[CH:40]([C:42]2[CH:47]=[CH:46][CH:45]=[C:44]([Cl:48])[CH:43]=2)[OH:41])=[CH:51][CH:52]=1. The yield is 0.660. (4) The reactants are C[C:2]1([CH3:11])[C:6]([CH3:8])([CH3:7])OB(C=C)O1.[NH2:12][C:13]1[C:17]2=[N:18]C=C(Br)C=[C:16]2[S:15][C:14]=1[C:23]([O:25][CH3:26])=[O:24].CCN(C(C)C)C(C)C.O1CCOCC1.O. The catalyst is CC(C)([P](C(C)(C)C)([Pd][P](C(C)(C)C)(C(C)(C)C)C(C)(C)C)C(C)(C)C)C. The product is [NH2:12][C:13]1[C:17]2=[N:18][CH:8]=[C:6]([CH:2]=[CH2:11])[CH:7]=[C:16]2[S:15][C:14]=1[C:23]([O:25][CH3:26])=[O:24]. The yield is 0.993. (5) The reactants are [C:1]1([N:7]=[C:8]=[O:9])[CH:6]=[CH:5][CH:4]=[CH:3][CH:2]=1.C(O)(C(F)(F)F)=O.[NH2:17][C:18]1[CH:19]=[C:20]2[C:25](=[C:26]([C:28]([NH2:30])=[O:29])[CH:27]=1)[N:24]=[CH:23][N:22]=[C:21]2[NH:31][CH2:32][C:33]1[CH:38]=[CH:37][C:36]([Cl:39])=[C:35]([C:40]([F:43])([F:42])[F:41])[CH:34]=1.C(N(CC)CC)C. The catalyst is C(Cl)Cl. The product is [NH:7]([C:8]([NH:17][C:18]1[CH:19]=[C:20]2[C:25](=[C:26]([C:28]([NH2:30])=[O:29])[CH:27]=1)[N:24]=[CH:23][N:22]=[C:21]2[NH:31][CH2:32][C:33]1[CH:38]=[CH:37][C:36]([Cl:39])=[C:35]([C:40]([F:42])([F:43])[F:41])[CH:34]=1)=[O:9])[C:1]1[CH:6]=[CH:5][CH:4]=[CH:3][CH:2]=1. The yield is 0.790. (6) The reactants are [Cl:1][C:2]1[N:7]=[C:6]2[NH:8][N:9]=[CH:10][C:5]2=[C:4]([N:11]2[CH2:16][CH2:15][O:14][CH2:13][CH2:12]2)[N:3]=1.[C:17]([O:21][C:22](O[C:22]([O:21][C:17]([CH3:20])([CH3:19])[CH3:18])=[O:23])=[O:23])([CH3:20])([CH3:19])[CH3:18]. The catalyst is C1COCC1.C(N(CC)CC)C. The product is [Cl:1][C:2]1[N:7]=[C:6]2[N:8]([C:22]([O:21][C:17]([CH3:20])([CH3:19])[CH3:18])=[O:23])[N:9]=[CH:10][C:5]2=[C:4]([N:11]2[CH2:12][CH2:13][O:14][CH2:15][CH2:16]2)[N:3]=1. The yield is 0.280. (7) The reactants are [Cl-].[CH2:2]([Al+:4][CH2:5][CH3:6])[CH3:3].[CH3:7][N:8]([CH3:17])[C:9]1[CH:16]=[CH:15][CH:14]=[CH:13][C:10]=1[CH2:11][Li]. The catalyst is C1(C)C=CC=CC=1. The product is [CH3:7][N:8]([CH3:17])[C:9]1[CH:16]=[CH:15][CH:14]=[CH:13][C:10]=1[CH2:11][Al:4]([CH2:5][CH3:6])[CH2:2][CH3:3]. The yield is 0.620.